This data is from Full USPTO retrosynthesis dataset with 1.9M reactions from patents (1976-2016). The task is: Predict the reactants needed to synthesize the given product. Given the product [O:7]1[C:11]2[CH:12]=[CH:13][CH:14]=[CH:15][C:10]=2[C:9]([CH2:16][CH2:17][N:19]2[CH2:20][CH2:21][CH:22]([CH2:25][NH:27][CH3:28])[CH2:23][CH2:24]2)=[CH:8]1, predict the reactants needed to synthesize it. The reactants are: [H-].[Al+3].[Li+].[H-].[H-].[H-].[O:7]1[C:11]2[CH:12]=[CH:13][CH:14]=[CH:15][C:10]=2[C:9]([CH2:16][C:17]([N:19]2[CH2:24][CH2:23][CH:22]([C:25]([NH:27][CH3:28])=O)[CH2:21][CH2:20]2)=O)=[CH:8]1.O.[OH-].[Na+].